Dataset: Reaction yield outcomes from USPTO patents with 853,638 reactions. Task: Predict the reaction yield, written as a fraction of the theoretical maximum amount of product (1.0 means a 100% yield; for example, 0.34 means a 34% yield). (1) The reactants are CO[CH:3](OC)[N:4]([CH3:6])[CH3:5].[O:9]1[CH:13]=[CH:12][CH:11]=[C:10]1[C:14](=[O:22])[CH2:15][C:16]1[CH:21]=[CH:20][N:19]=[CH:18][CH:17]=1.[Cl-].[NH4+]. The catalyst is C(OCC)(=O)C. The product is [CH3:6][N:4]([CH3:5])[CH:3]=[C:15]([C:16]1[CH:21]=[CH:20][N:19]=[CH:18][CH:17]=1)[C:14]([C:10]1[O:9][CH:13]=[CH:12][CH:11]=1)=[O:22]. The yield is 0.970. (2) The reactants are [NH2:1][C:2]1[C:3]([N:15]2[CH2:20][CH2:19][N:18]([C:21]([O:23][C:24]([CH3:27])([CH3:26])[CH3:25])=[O:22])[CH2:17][CH2:16]2)=[N:4][C:5]2[C:10]([C:11]=1[CH2:12][OH:13])=[CH:9][C:8]([Cl:14])=[CH:7][CH:6]=2.[O-][Mn](=O)(=O)=O.[K+]. The yield is 0.780. The catalyst is O=[Mn]=O.[O-]S([O-])(=O)=O.[Mn+2].C(Cl)(Cl)Cl. The product is [NH2:1][C:2]1[C:3]([N:15]2[CH2:16][CH2:17][N:18]([C:21]([O:23][C:24]([CH3:27])([CH3:26])[CH3:25])=[O:22])[CH2:19][CH2:20]2)=[N:4][C:5]2[C:10]([C:11]=1[CH:12]=[O:13])=[CH:9][C:8]([Cl:14])=[CH:7][CH:6]=2. (3) The yield is 0.880. The catalyst is CN(C=O)C. The reactants are [C:1]([O:5][C:6]([NH:8][C@@:9]([C:14]1[CH:19]=[CH:18][CH:17]=[CH:16][CH:15]=1)([C:11]([OH:13])=O)[CH3:10])=[O:7])([CH3:4])([CH3:3])[CH3:2].N1(OC(N(C)C)=[N+](C)C)C2C=CC=CC=2N=N1.[NH:37]1[CH2:42][CH2:41][O:40][CH2:39][CH2:38]1.C(N(C(C)C)CC)(C)C. The product is [C:1]([O:5][C:6]([NH:8][C@@:9]([CH3:10])([C:14]1[CH:19]=[CH:18][CH:17]=[CH:16][CH:15]=1)[C:11]([N:37]1[CH2:42][CH2:41][O:40][CH2:39][CH2:38]1)=[O:13])=[O:7])([CH3:2])([CH3:3])[CH3:4]. (4) The reactants are CN(C)/[CH:3]=[CH:4]/[C:5]1[C:15]([N+:16]([O-])=O)=[CH:14][C:13]([N+:19]([O-])=O)=[CH:12][C:6]=1[C:7]([O:9][CH2:10][CH3:11])=[O:8].Cl[Sn]Cl. The catalyst is C(O)C. The product is [NH2:19][C:13]1[CH:12]=[C:6]([C:7]([O:9][CH2:10][CH3:11])=[O:8])[C:5]2[CH:4]=[CH:3][NH:16][C:15]=2[CH:14]=1. The yield is 0.400. (5) The reactants are O[CH2:2][CH2:3][N:4]([CH:35]([CH3:37])[CH3:36])[C:5]([C:7]1[C:12]([O:13][CH2:14][C:15]2[CH:20]=[CH:19][CH:18]=[CH:17][CH:16]=2)=[C:11]([OH:21])[N:10]=[C:9]([CH2:22][C:23]2[CH:28]=[CH:27][CH:26]=[CH:25][C:24]=2[C:29]2[CH2:34][CH2:33][CH2:32][CH2:31][CH:30]=2)[N:8]=1)=[O:6].C(OC1C(=O)N=C(CC2C=CC=C(Cl)C=2Cl)N2CCN(C(C)C)C(=O)C=12)C1C=CC=CC=1. No catalyst specified. The product is [CH2:14]([O:13][C:12]1[C:11](=[O:21])[N:10]=[C:9]([CH2:22][C:23]2[CH:28]=[CH:27][CH:26]=[CH:25][C:24]=2[C:29]2[CH2:34][CH2:33][CH2:32][CH2:31][CH:30]=2)[N:8]2[CH2:2][CH2:3][N:4]([CH:35]([CH3:37])[CH3:36])[C:5](=[O:6])[C:7]=12)[C:15]1[CH:20]=[CH:19][CH:18]=[CH:17][CH:16]=1. The yield is 0.442.